From a dataset of Full USPTO retrosynthesis dataset with 1.9M reactions from patents (1976-2016). Predict the reactants needed to synthesize the given product. (1) Given the product [CH3:27][S:28]([O:1][C@H:2]([C:4]1[NH:5][C:6](=[O:19])[C:7]2[CH:12]=[N:11][N:10]([CH:13]3[CH2:14][CH2:15][O:16][CH2:17][CH2:18]3)[C:8]=2[N:9]=1)[CH3:3])(=[O:30])=[O:29], predict the reactants needed to synthesize it. The reactants are: [OH:1][C@H:2]([C:4]1[NH:5][C:6](=[O:19])[C:7]2[CH:12]=[N:11][N:10]([CH:13]3[CH2:18][CH2:17][O:16][CH2:15][CH2:14]3)[C:8]=2[N:9]=1)[CH3:3].C(N(CC)CC)C.[CH3:27][S:28](Cl)(=[O:30])=[O:29]. (2) Given the product [Cl:1][C:2]1[CH:8]=[CH:7][C:6]([N+:9]([O-:11])=[O:10])=[CH:5][C:3]=1[I:21], predict the reactants needed to synthesize it. The reactants are: [Cl:1][C:2]1[CH:8]=[CH:7][C:6]([N+:9]([O-:11])=[O:10])=[CH:5][C:3]=1N.S(=O)(=O)(O)O.N([O-])=O.[Na+].[I-:21].[K+]. (3) Given the product [CH3:10][N:9]1[C:8](=[O:11])[CH2:7][O:6][C:5]2[N:12]=[C:13]([C:14]3[CH:19]=[CH:18][C:17]([C:20]4([NH:24][C:25](=[O:31])[O:26][C:27]([CH3:30])([CH3:29])[CH3:28])[CH2:23][CH2:22][CH2:21]4)=[CH:16][CH:15]=3)[C:2]([C:34]3[CH:33]=[N:32][CH:37]=[CH:36][CH:35]=3)=[CH:3][C:4]1=2, predict the reactants needed to synthesize it. The reactants are: Br[C:2]1[C:13]([C:14]2[CH:19]=[CH:18][C:17]([C:20]3([NH:24][C:25](=[O:31])[O:26][C:27]([CH3:30])([CH3:29])[CH3:28])[CH2:23][CH2:22][CH2:21]3)=[CH:16][CH:15]=2)=[N:12][C:5]2[O:6][CH2:7][C:8](=[O:11])[N:9]([CH3:10])[C:4]=2[CH:3]=1.[N:32]1[CH:37]=[CH:36][CH:35]=[C:34](B(O)O)[CH:33]=1.C1(P(C2C=CC=CC=2)C2C=CC=CC=2)C=CC=CC=1.[F-].[Cs+]. (4) The reactants are: [NH2:1][C:2]1[CH:3]=[C:4]([NH:9][C:10](=[O:22])[C:11]2[CH:16]=[CH:15][CH:14]=[C:13]([C:17]([C:20]#[N:21])([CH3:19])[CH3:18])[CH:12]=2)[CH:5]=[CH:6][C:7]=1[CH3:8].[Cl:23][C:24]1[CH:33]=[N:32][C:31]2[C:26](=[CH:27][CH:28]=[C:29]([C:34](Cl)=[O:35])[CH:30]=2)[N:25]=1.C(N(CC)CC)C. Given the product [Cl:23][C:24]1[CH:33]=[N:32][C:31]2[C:26](=[CH:27][CH:28]=[C:29]([C:34]([NH:1][C:2]3[CH:3]=[C:4]([NH:9][C:10](=[O:22])[C:11]4[CH:16]=[CH:15][CH:14]=[C:13]([C:17]([C:20]#[N:21])([CH3:19])[CH3:18])[CH:12]=4)[CH:5]=[CH:6][C:7]=3[CH3:8])=[O:35])[CH:30]=2)[N:25]=1, predict the reactants needed to synthesize it. (5) The reactants are: [CH3:1][C:2]1[O:6][C:5]([CH2:7][C:8]2[CH:9]=[C:10]([CH2:14][C:15]([O:17]C(C)(C)C)=[O:16])[CH:11]=[CH:12][CH:13]=2)=[N:4][N:3]=1.Cl. Given the product [CH3:1][C:2]1[O:6][C:5]([CH2:7][C:8]2[CH:9]=[C:10]([CH2:14][C:15]([OH:17])=[O:16])[CH:11]=[CH:12][CH:13]=2)=[N:4][N:3]=1, predict the reactants needed to synthesize it. (6) Given the product [CH2:27]([N:29]1[C:41]2[CH:40]=[CH:39][C:38]([NH:42][C:16]([C@@H:9]3[CH2:10][C:11](=[N:13][O:14][CH3:15])[CH2:12][N:8]3[C:6]([NH:19][CH2:22][CH2:23][CH2:24][CH2:25][CH3:26])=[O:7])=[O:18])=[CH:37][C:36]=2[C:35]2[C:30]1=[CH:31][CH:32]=[CH:33][CH:34]=2)[CH3:28], predict the reactants needed to synthesize it. The reactants are: C(O[C:6]([N:8]1[CH2:12][C:11](=[N:13][O:14][CH3:15])[CH2:10][C@H:9]1[C:16]([OH:18])=O)=[O:7])(C)(C)C.[N:19]([CH2:22][CH2:23][CH2:24][CH2:25][CH3:26])=C=O.[CH2:27]([N:29]1[C:41]2[CH:40]=[CH:39][C:38]([NH2:42])=[CH:37][C:36]=2[C:35]2[C:30]1=[CH:31][CH:32]=[CH:33][CH:34]=2)[CH3:28]. (7) Given the product [C:20]([O:10][CH2:9][C@@H:5]1[C:6]([OH:8])([CH3:7])[C@:2]([F:1])([CH3:19])[CH:3]([N:11]2[CH:16]=[CH:15][C:14](=[O:17])[NH:13][C:12]2=[O:18])[O:4]1)(=[O:25])[CH2:21][CH2:22][CH2:23][CH3:24], predict the reactants needed to synthesize it. The reactants are: [F:1][C:2]1([CH3:19])[C@@:6]([OH:8])([CH3:7])[CH:5]([CH2:9][OH:10])[O:4][C@H:3]1[N:11]1[CH:16]=[CH:15][C:14](=[O:17])[NH:13][C:12]1=[O:18].[C:20](Cl)(=[O:25])[CH2:21][CH2:22][CH2:23][CH3:24].O.